This data is from Full USPTO retrosynthesis dataset with 1.9M reactions from patents (1976-2016). The task is: Predict the reactants needed to synthesize the given product. (1) Given the product [C:1]1([S:7]([N:17]2[C:18]3[C:14](=[CH:13][C:12]([F:11])=[CH:20][CH:19]=3)[CH:15]=[CH:16]2)(=[O:9])=[O:8])[CH:6]=[CH:5][CH:4]=[CH:3][CH:2]=1, predict the reactants needed to synthesize it. The reactants are: [C:1]1([S:7](Cl)(=[O:9])=[O:8])[CH:6]=[CH:5][CH:4]=[CH:3][CH:2]=1.[F:11][C:12]1[CH:13]=[C:14]2[C:18](=[CH:19][CH:20]=1)[NH:17][CH:16]=[CH:15]2. (2) Given the product [C:1]1([C:7]2[N:16]=[C:15]([C:17]([N:26]3[CH2:25][CH2:24][C:23]4[C:28](=[CH:29][CH:30]=[C:31]([O:32][CH3:33])[C:22]=4[OH:21])[CH2:27]3)=[O:18])[C:14]3[C:9](=[CH:10][CH:11]=[CH:12][CH:13]=3)[N:8]=2)[CH:2]=[CH:3][CH:4]=[CH:5][CH:6]=1, predict the reactants needed to synthesize it. The reactants are: [C:1]1([C:7]2[N:16]=[C:15]([C:17](O)=[O:18])[C:14]3[C:9](=[CH:10][CH:11]=[CH:12][CH:13]=3)[N:8]=2)[CH:6]=[CH:5][CH:4]=[CH:3][CH:2]=1.Cl.[OH:21][C:22]1[C:31]([O:32][CH3:33])=[CH:30][CH:29]=[C:28]2[C:23]=1[CH2:24][CH2:25][NH:26][CH2:27]2.